Task: Predict the reactants needed to synthesize the given product.. Dataset: Full USPTO retrosynthesis dataset with 1.9M reactions from patents (1976-2016) (1) Given the product [F:15][C:16]1[CH:23]=[CH:22][CH:21]=[CH:20][C:17]=1[CH2:18][O:1][C:2]1[CH:3]=[C:4]([CH:9]=[C:10]([N+:12]([O-:14])=[O:13])[CH:11]=1)[C:5]([O:7][CH3:8])=[O:6], predict the reactants needed to synthesize it. The reactants are: [OH:1][C:2]1[CH:3]=[C:4]([CH:9]=[C:10]([N+:12]([O-:14])=[O:13])[CH:11]=1)[C:5]([O:7][CH3:8])=[O:6].[F:15][C:16]1[CH:23]=[CH:22][CH:21]=[CH:20][C:17]=1[CH2:18]Br.C(=O)([O-])[O-].[K+].[K+]. (2) Given the product [Cl:1][C:2]1[N:11]=[C:10]([CH3:12])[C:9]2[NH:8][CH2:7][CH:6]3[CH2:14][O:15][CH2:16][CH2:17][N:5]3[C:4]=2[N:3]=1, predict the reactants needed to synthesize it. The reactants are: [Cl:1][C:2]1[N:11]=[C:10]([CH3:12])[C:9]2[NH:8][C:7](=O)[CH:6]3[CH2:14][O:15][CH2:16][CH2:17][N:5]3[C:4]=2[N:3]=1.[H-].[Al+3].[Li+].[H-].[H-].[H-].C(OCC)(=O)C.[NH4+].[Cl-]. (3) Given the product [CH:6]1([CH2:5][CH:4]([C:11]2[CH:12]=[CH:13][CH:14]=[CH:15][CH:16]=2)[C:3]([OH:17])=[O:2])[CH2:10][CH2:9][CH2:8][CH2:7]1, predict the reactants needed to synthesize it. The reactants are: C[O:2][C:3](=[O:17])[CH:4]([C:11]1[CH:16]=[CH:15][CH:14]=[CH:13][CH:12]=1)[CH2:5][CH:6]1[CH2:10][CH2:9][CH2:8][CH2:7]1.[OH-].[Na+]. (4) Given the product [CH2:3]([O:6][C:7]1[CH:16]=[C:15]([O:17][CH2:18][CH:19]=[CH2:20])[C:14]([CH:21]([CH3:23])[CH3:22])=[CH:13][C:8]=1[C:9]([OH:11])=[O:10])[CH:4]=[CH2:5], predict the reactants needed to synthesize it. The reactants are: [OH-].[K+].[CH2:3]([O:6][C:7]1[CH:16]=[C:15]([O:17][CH2:18][CH:19]=[CH2:20])[C:14]([CH:21]([CH3:23])[CH3:22])=[CH:13][C:8]=1[C:9]([O:11]C)=[O:10])[CH:4]=[CH2:5]. (5) Given the product [NH2:26][C:5]1[CH:4]=[C:3]([C:1]#[N:2])[CH:25]=[CH:24][C:6]=1[CH2:7][C:8]([O:21][CH2:22][CH3:23])([C:12]1[CH:17]=[CH:16][C:15]([O:18][CH3:19])=[CH:14][C:13]=1[F:20])[C:9]([NH2:11])=[O:10], predict the reactants needed to synthesize it. The reactants are: [C:1]([C:3]1[CH:25]=[CH:24][C:6]([CH2:7][C:8]([O:21][CH2:22][CH3:23])([C:12]2[CH:17]=[CH:16][C:15]([O:18][CH3:19])=[CH:14][C:13]=2[F:20])[C:9]([NH2:11])=[O:10])=[C:5]([N+:26]([O-])=O)[CH:4]=1)#[N:2]. (6) Given the product [C:24]([C:20]1[CH:19]=[C:18]([CH:23]=[CH:22][CH:21]=1)[CH2:17][N:12]1[C@@H:11]2[C@H:15]([C@H:7]([CH2:6][C:5]3[CH:30]=[C:31]([I:32])[C:2]([N:1]=[CH:36][N:37]([CH3:39])[CH3:38])=[C:3]([F:33])[CH:4]=3)[CH2:8][S:9](=[O:28])(=[O:29])[CH2:10]2)[O:14][C:13]1=[O:16])([CH3:27])([CH3:25])[CH3:26], predict the reactants needed to synthesize it. The reactants are: [NH2:1][C:2]1[C:31]([I:32])=[CH:30][C:5]([CH2:6][C@H:7]2[C@H:15]3[C@@H:11]([N:12]([CH2:17][C:18]4[CH:23]=[CH:22][CH:21]=[C:20]([C:24]([CH3:27])([CH3:26])[CH3:25])[CH:19]=4)[C:13](=[O:16])[O:14]3)[CH2:10][S:9](=[O:29])(=[O:28])[CH2:8]2)=[CH:4][C:3]=1[F:33].CO[CH:36](OC)[N:37]([CH3:39])[CH3:38]. (7) Given the product [C:1]([O:5][C:6](=[O:9])[CH:7]=[CH2:8])([CH3:4])([CH3:3])[CH3:2].[C:10]([OH:15])(=[O:14])[C:11]([CH3:13])=[CH2:12].[C:16]([O-:21])(=[O:20])[C:17]([CH3:19])=[CH2:18], predict the reactants needed to synthesize it. The reactants are: [C:1]([O:5][C:6](=[O:9])[CH:7]=[CH2:8])([CH3:4])([CH3:3])[CH3:2].[C:10]([OH:15])(=[O:14])[C:11]([CH3:13])=[CH2:12].[C:16]([O-:21])(=[O:20])[C:17]([CH3:19])=[CH2:18].N(C(C)(C)C#N)=NC(C)(C)C#N.